From a dataset of Experimentally validated miRNA-target interactions with 360,000+ pairs, plus equal number of negative samples. Binary Classification. Given a miRNA mature sequence and a target amino acid sequence, predict their likelihood of interaction. (1) The miRNA is hsa-miR-130a-3p with sequence CAGUGCAAUGUUAAAAGGGCAU. The protein sequence of the target gene is MLMLFVFGVLLHEVSLSGQNEAPPNTHSIPGEPLYNYASIRLPEEHIPFFLHNNRHIATVCRKDSLCPYKKHLEKLKYCWGYEKSCKPEFRFGYPVCSYVDMGWTDTLESAEDIFWKQADFGYARERLEEMHVLCQPKETSDSSLVCSRYLQYCRATNLYLDLRNIKRNHDRFKEDFFQSGEIGGHCKLDIRTLTSEGQRKSPLQSWFAELQSYTQLNFRPIEDAKCDIVIEKPTYFMKLDAGVNMYHHFCDFINLYITQHVNNSFSTDVYIVMWDTSSYGYGDLFSDTWNAFTDYDVIH.... Result: 1 (interaction). (2) The miRNA is hsa-miR-4779 with sequence UAGGAGGGAAUAGUAAAAGCAG. The protein sequence of the target gene is MASSGSVQQLPLVLLMLLLASAARARLYFRSGQTCYHPIRGDQLALLGRRTYPRPHEYLSPADLPKNWDWRNVNGVNYASVTRNQHIPQYCGSCWAHGSTSAMADRINIKRKGAWPSILLSVQNVIDCGNAGSCEGGNDLPVWEYAHKHGIPDETCNNYQAKDQDCDKFNQCGTCTEFKECHTIQNYTLWRVGDYGSLSGREKMMAEIYANGPISCGIMATEMMSNYTGGIYAEHQDQAVINHIISVAGWGVSNDGIEYWIVRNSWGEPWGEKGWMRIVTSTYKGGTGDSYNLAIESACT.... Result: 0 (no interaction). (3) The miRNA is mmu-miR-6908-3p with sequence ACACUCUCCCUUGUGCUGGCAG. The protein sequence of the target gene is MNPPAAFLAGRQNIGSEVEISTIEKQRKELQLLIGELKDRDKELNDMVAVHQQQLLSWEEDRQKVLTLEERCSKLEGELHKRTEIIRSLTKKVKALESNQMECQTALQKTQLQLQEMAQKATHSSLLSEDLEARNETLSNTLVELSAQVGQLQAREQALTTMIKLKDKDIIEAVNHIADCSGKFKMLEHALRDAKMAETCIVKEKQDYKQKLKALKIEVNKLKEDLNEKTTENNEQREEIIRLKQEKSCLHDELLFTVEREKRKDELLNIAKSKQERTNSELHNLRQIYVKQQSDLQFLN.... Result: 0 (no interaction). (4) The miRNA is hsa-miR-6832-5p with sequence AGUAGAGAGGAAAAGUUAGGGUC. The protein sequence of the target gene is MAAGAVFLALSAQLLQARLMKEESPVVSWRLEPEDGTALCFIF. Result: 0 (no interaction).